From a dataset of Full USPTO retrosynthesis dataset with 1.9M reactions from patents (1976-2016). Predict the reactants needed to synthesize the given product. (1) Given the product [CH3:1][C:2]1[O:6][C:5]([C:7]2[CH:8]=[CH:9][C:10]([C:11]([NH:13][CH2:14][C:15]3[CH:16]=[N:17][CH:18]=[CH:19][CH:20]=3)=[O:12])=[CH:21][CH:22]=2)=[N:4][C:3]=1[CH2:23][S:24]([CH:27]1[CH2:28][CH2:29][N:30]([CH2:37][CH:38]([CH3:41])[CH3:39])[CH2:31][CH2:32]1)(=[O:25])=[O:26], predict the reactants needed to synthesize it. The reactants are: [CH3:1][C:2]1[O:6][C:5]([C:7]2[CH:22]=[CH:21][C:10]([C:11]([NH:13][CH2:14][C:15]3[CH:16]=[N:17][CH:18]=[CH:19][CH:20]=3)=[O:12])=[CH:9][CH:8]=2)=[N:4][C:3]=1[CH2:23][S:24]([CH:27]1[CH2:32][CH2:31][NH:30][CH2:29][CH2:28]1)(=[O:26])=[O:25].C(O)(=O)C.[CH3:37][CH:38]([CH3:41])[CH:39]=O.C(O[BH-](OC(=O)C)OC(=O)C)(=O)C.[Na+]. (2) The reactants are: S1[CH:5]=[CH:4][C:3]([C:6]2[S:10][C:9]([NH:11][C:12]3[CH:17]=[CH:16][C:15]([OH:18])=[CH:14][CH:13]=3)=[N:8][CH:7]=2)=[CH:2]1.[S:19]1[CH:23]=[CH:22][C:21]([C:24]2C=C(CC=O)C=C[CH:29]=2)=[CH:20]1. Given the product [S:19]1[CH:23]=[CH:22][C:21]([C:24]2[CH:2]=[C:3]([C:6]3[S:10][C:9]([NH:11][C:12]4[CH:17]=[CH:16][C:15]([OH:18])=[CH:14][CH:13]=4)=[N:8][CH:7]=3)[CH:4]=[CH:5][CH:29]=2)=[CH:20]1, predict the reactants needed to synthesize it.